This data is from Full USPTO retrosynthesis dataset with 1.9M reactions from patents (1976-2016). The task is: Predict the reactants needed to synthesize the given product. (1) The reactants are: [Br:1][C:2]1[CH:7]=[CH:6][C:5]([N:8]2C(C#N)=[C:15]3[C:10]([CH:11]=[C:12]([N+:22]([O-:24])=[O:23])[C:13]([CH:19]4[CH2:21][CH2:20]4)=[CH:14]3)=[N:9]2)=[CH:4][CH:3]=1.[OH-:25].[Na+].[CH2:27]([OH:29])[CH3:28]. Given the product [Br:1][C:2]1[CH:7]=[CH:6][C:5]([N:8]2[C:28]([C:27]([OH:25])=[O:29])=[C:15]3[C:10]([CH:11]=[C:12]([N+:22]([O-:24])=[O:23])[C:13]([CH:19]4[CH2:21][CH2:20]4)=[CH:14]3)=[N:9]2)=[CH:4][CH:3]=1, predict the reactants needed to synthesize it. (2) Given the product [Cl:1][C:2]1[CH:3]=[C:4]([CH:6]=[CH:7][C:8]=1[O:9][CH2:10][C:11]1[CH:16]=[CH:15][CH:14]=[C:13]([F:17])[CH:12]=1)[NH:5][C:20]1[C:29]2[C:24](=[CH:25][CH:26]=[CH:27][C:28]=2[F:30])[N:23]=[CH:22][N:21]=1, predict the reactants needed to synthesize it. The reactants are: [Cl:1][C:2]1[CH:3]=[C:4]([CH:6]=[CH:7][C:8]=1[O:9][CH2:10][C:11]1[CH:16]=[CH:15][CH:14]=[C:13]([F:17])[CH:12]=1)[NH2:5].Cl.Cl[C:20]1[C:29]2[C:24](=[CH:25][CH:26]=[CH:27][C:28]=2[F:30])[N:23]=[CH:22][N:21]=1.C(N(C(C)C)CC)(C)C. (3) Given the product [ClH:23].[ClH:23].[Cl:23][C:17]1[N:16]=[C:15]([NH:14][CH:11]2[CH2:10][CH2:9][NH:8][CH2:13][CH2:12]2)[C:20]([O:21][CH3:22])=[CH:19][N:18]=1, predict the reactants needed to synthesize it. The reactants are: C(OC([N:8]1[CH2:13][CH2:12][CH:11]([NH:14][C:15]2[C:20]([O:21][CH3:22])=[CH:19][N:18]=[C:17]([Cl:23])[N:16]=2)[CH2:10][CH2:9]1)=O)(C)(C)C.